From a dataset of CYP2D6 inhibition data for predicting drug metabolism from PubChem BioAssay. Regression/Classification. Given a drug SMILES string, predict its absorption, distribution, metabolism, or excretion properties. Task type varies by dataset: regression for continuous measurements (e.g., permeability, clearance, half-life) or binary classification for categorical outcomes (e.g., BBB penetration, CYP inhibition). Dataset: cyp2d6_veith. (1) The compound is CN1CCN(c2ncc3ncc(=O)n(CCC#N)c3n2)CC1. The result is 0 (non-inhibitor). (2) The molecule is C[C@@H](NC(=O)/C(C#N)=C/c1ccc(O)c(O)c1)c1ccccc1. The result is 0 (non-inhibitor). (3) The compound is CCCCCCCCCCCCCCCCCC(=O)O[C@H](CC(=O)O)C[N+](C)(C)C. The result is 0 (non-inhibitor). (4) The compound is CCc1ccccc1NC(=O)c1nnn(CC(=O)Nc2cccc(C)c2C)c1N. The result is 0 (non-inhibitor).